This data is from Drug-target binding data from BindingDB using Ki measurements. The task is: Regression. Given a target protein amino acid sequence and a drug SMILES string, predict the binding affinity score between them. We predict pKi (pKi = -log10(Ki in M); higher means stronger inhibition). Dataset: bindingdb_ki. (1) The compound is Nc1nc2ccccc2c(=O)[nH]1. The target protein (Q9BXR0) has sequence MAGAATQASLESAPRIMRLVAECSRSRARAGELWLPHGTVATPVFMPVGTQATMKGITTEQLDALGCRICLGNTYHLGLRPGPELIQKANGLHGFMNWPHNLLTDSGGFQMVSLVSLSEVTEEGVRFRSPYDGNETLLSPEKSVQIQNALGSDIIMQLDDVVSSTVTGPRVEEAMYRSIRWLDRCIAAHQRPDKQNLFAIIQGGLDADLRATCLEEMTKRDVPGFAIGGLSGGESKSQFWRMVALSTSRLPKDKPRYLMGVGYATDLVVCVALGCDMFDCVFPTRTARFGSALVPTGNLQLRKKVFEKDFGPIDPECTCPTCQKHSRAFLHALLHSDNTAALHHLTVHNIAYQLQLMSAVRTSIVEKRFPDFVRDFMGAMYGDPTLCPTWATDALASVGITLG. The pKi is 5.7. (2) The drug is CC[P+](CC)(CC)[Au-]S[C@@H]1O[C@H](COC(C)=O)[C@@H](OC(C)=O)[C@H](OC(C)=O)[C@H]1OC(C)=O. The target protein (Q94715) has sequence MKQFLTAAIVTLLMTAGYYHLQEDDTNDFERWALKNNKFYTESEKLYRMEIYNSNKRMIEEHNQREDVTYQMGENQFMTLSHEEFVDLYLQKSDSSVNIMGASLPEVQLEGLGAVDWRNYTTVKEQGQCASGWAFSVSNSLEAWYAIRGFQKINASTQQIVDCDYNNTGCSGGYNAYAMEYVLRVGLVSSTNYPYVAKNQTCKQSRNGTYFINGYSFVGGSQSNLQYYLNNYPISVGVEASNWQFYRSGLFSNCSSNGTNHYALAVGFDSANNWIVQNSWGTQWGESGNIRLYPQNTCGILNYPYQVY. The pKi is 3.3. (3) The small molecule is NCCc1ccc(O)c(O)c1. The target is MLLARMKPQVQPELGGADQ. The pKi is 6.0. (4) The small molecule is CC(=O)Nc1nnc(S(N)(=O)=O)s1. The target protein (P46510) has sequence MSAASAFAMNAPSFVNASSLKKASTSARSGVLSARFTCNSSSSSSSSATPPSLIRNEPVFAAPAPIITPNWTEDGNESYEEAIDALKKTLIEKGELEPVAATRIDQITAQAAAPDTKAPFDPVERIKSGFVKFKTEKFVTNPALYDELAKGQSPKFMVFACSDSRVCPSHVLDFQPGEAFVVRNVANMVPPFDKTKYSGVGAAVEYAVLHLKVQEIFVIGHSRCGGIKGLMTFPDEGPHSTDFIEDWVKVCLPAKSKVVAEHNGTHLDDQCVLCEKEAVNVSLGNLLTYPFVRDGLRNKTLALKGGHYDFVNGTFELWALDFGLSSPTSV. The pKi is 7.6.